This data is from Catalyst prediction with 721,799 reactions and 888 catalyst types from USPTO. The task is: Predict which catalyst facilitates the given reaction. (1) Reactant: [Cl:1][C:2]1[CH:7]=[CH:6][C:5]([S:8][CH2:9][CH2:10][C:11]([O:13]C)=[O:12])=[C:4]([NH:15][S:16]([C:19]2[CH:24]=[CH:23][C:22]([Cl:25])=[CH:21][C:20]=2[F:26])(=[O:18])=[O:17])[CH:3]=1.[Li+].[OH-].Cl. Product: [Cl:1][C:2]1[CH:7]=[CH:6][C:5]([S:8][CH2:9][CH2:10][C:11]([OH:13])=[O:12])=[C:4]([NH:15][S:16]([C:19]2[CH:24]=[CH:23][C:22]([Cl:25])=[CH:21][C:20]=2[F:26])(=[O:18])=[O:17])[CH:3]=1. The catalyst class is: 20. (2) Reactant: [Cl:1][C:2]1[CH:7]=[CH:6][CH:5]=[C:4]([Cl:8])[C:3]=1[N:9]1[C:14](=[O:15])[C:13]2[CH:16]=[N:17][C:18]([NH:20][C:21]3[CH:30]=[C:29]4[C:24]([C:25]5([CH2:32][CH2:31]5)[CH2:26][NH:27][CH2:28]4)=[CH:23][CH:22]=3)=[N:19][C:12]=2[N:11]2[CH:33]=[CH:34][N:35]=[C:10]12.C(N(C(C)C)CC)(C)C.[C:45](OC(=O)C)(=[O:47])[CH3:46]. Product: [C:45]([N:27]1[CH2:26][C:25]2([CH2:31][CH2:32]2)[C:24]2[C:29](=[CH:30][C:21]([NH:20][C:18]3[N:17]=[CH:16][C:13]4[C:14](=[O:15])[N:9]([C:3]5[C:2]([Cl:1])=[CH:7][CH:6]=[CH:5][C:4]=5[Cl:8])[C:10]5[N:11]([CH:33]=[CH:34][N:35]=5)[C:12]=4[N:19]=3)=[CH:22][CH:23]=2)[CH2:28]1)(=[O:47])[CH3:46]. The catalyst class is: 42. (3) Reactant: [Br:1][C:2]1[CH:3]=[C:4]2[C:9](=[CH:10][CH:11]=1)[NH:8][C:7](=[O:12])[CH:6]=[CH:5]2.[H-].[Na+].I[CH3:16].O. Product: [Br:1][C:2]1[CH:3]=[C:4]2[C:9](=[CH:10][CH:11]=1)[N:8]([CH3:16])[C:7](=[O:12])[CH:6]=[CH:5]2. The catalyst class is: 9. (4) Reactant: C[O:2][C:3](=O)[C:4]1[CH:9]=[CH:8][C:7]([C:10]([N:12]2[CH2:16][C@@H:15]([CH2:17][C:18]([CH3:21])([CH3:20])[CH3:19])[C@@:14]([C:24]3[CH:29]=[CH:28][C:27]([Cl:30])=[CH:26][C:25]=3[F:31])([C:22]#[N:23])[C@H:13]2[C:32]2[CH:37]=[CH:36][CH:35]=[C:34]([Cl:38])[C:33]=2[F:39])=[O:11])=[CH:6][CH:5]=1.[BH4-].[Na+].[Li+].[Cl-]. Product: [Cl:38][C:34]1[C:33]([F:39])=[C:32]([CH:13]2[C:14]([C:24]3[CH:29]=[CH:28][C:27]([Cl:30])=[CH:26][C:25]=3[F:31])([C:22]#[N:23])[CH:15]([CH2:17][C:18]([CH3:21])([CH3:20])[CH3:19])[CH2:16][N:12]2[C:10](=[O:11])[C:7]2[CH:6]=[CH:5][C:4]([CH2:3][OH:2])=[CH:9][CH:8]=2)[CH:37]=[CH:36][CH:35]=1. The catalyst class is: 301. (5) Reactant: [CH:1]1([CH:7]([NH:26][C:27]2[CH:32]=[CH:31][C:30]([C:33]([N:35]([CH3:43])[CH2:36][CH2:37][C:38]([O:40][CH2:41][CH3:42])=[O:39])=[O:34])=[CH:29][CH:28]=2)[C:8]2[CH:12]=[C:11]([C:13]3[CH:18]=[CH:17][C:16]([O:19][CH2:20][CH2:21][CH2:22][S:23][CH3:24])=[CH:15][CH:14]=3)[O:10][C:9]=2[CH3:25])[CH2:6][CH2:5][CH2:4][CH2:3][CH2:2]1.[OH:44]OS([O-])=O.[K+]. Product: [CH:1]1([CH:7]([NH:26][C:27]2[CH:32]=[CH:31][C:30]([C:33]([N:35]([CH3:43])[CH2:36][CH2:37][C:38]([O:40][CH2:41][CH3:42])=[O:39])=[O:34])=[CH:29][CH:28]=2)[C:8]2[CH:12]=[C:11]([C:13]3[CH:14]=[CH:15][C:16]([O:19][CH2:20][CH2:21][CH2:22][S:23]([CH3:24])=[O:44])=[CH:17][CH:18]=3)[O:10][C:9]=2[CH3:25])[CH2:6][CH2:5][CH2:4][CH2:3][CH2:2]1. The catalyst class is: 24.